The task is: Predict the product of the given reaction.. This data is from Forward reaction prediction with 1.9M reactions from USPTO patents (1976-2016). (1) Given the reactants ClC1C(Cl)=CC=CC=1[CH:9]1[CH2:14][CH2:13][N:12]([CH2:15][CH2:16][CH2:17][O:18][C:19]2[CH:27]=[C:26]3[C:22]([CH:23]=[N:24][NH:25]3)=[CH:21][CH:20]=2)[CH2:11][CH2:10]1.[Na+].[I-].[Cl:30][C:31]1[C:36]([Cl:37])=[CH:35][CH:34]=[CH:33][C:32]=1[N:38]1CCCN(CCCCOC2C=C3C(CCC(=O)N3)=CC=2)CC1.CCN(C(C)C)C(C)C, predict the reaction product. The product is: [Cl:30][C:31]1[C:36]([Cl:37])=[CH:35][CH:34]=[CH:33][C:32]=1[N:38]1[CH2:9][CH2:14][CH2:13][N:12]([CH2:15][CH2:16][CH2:17][O:18][C:19]2[CH:27]=[C:26]3[C:22]([CH:23]=[N:24][NH:25]3)=[CH:21][CH:20]=2)[CH2:11][CH2:10]1. (2) Given the reactants [NH2:1][C:2]1[N:7]([CH2:8][C:9]2[CH:14]=[CH:13][CH:12]=[CH:11][CH:10]=2)[C:6](=[O:15])[NH:5][C:4](=[O:16])[C:3]=1Br.[CH3:18][C@H:19]1[CH2:24][CH2:23][C@H:22]([CH2:25][NH2:26])[CH2:21][CH2:20]1.C([O-])([O-])=O.[Na+].[Na+], predict the reaction product. The product is: [NH2:1][CH:2]1[N:7]([CH2:8][C:9]2[CH:14]=[CH:13][CH:12]=[CH:11][CH:10]=2)[C:6](=[O:15])[NH:5][C:4](=[O:16])[CH:3]1[NH:26][CH2:25][C@H:22]1[CH2:23][CH2:24][C@H:19]([CH3:18])[CH2:20][CH2:21]1. (3) The product is: [C:28]([NH:1][CH2:2][C:3]1[CH:4]=[C:5]([C:9]2[CH:10]=[C:11]3[C:15](=[CH:16][CH:17]=2)[NH:14][C:13]2[C:18]([CH3:22])=[N:19][CH:20]=[CH:21][C:12]3=2)[CH:6]=[CH:7][CH:8]=1)(=[O:23])[CH3:29]. Given the reactants [NH2:1][CH2:2][C:3]1[CH:4]=[C:5]([C:9]2[CH:10]=[C:11]3[C:15](=[CH:16][CH:17]=2)[NH:14][C:13]2[C:18]([CH3:22])=[N:19][CH:20]=[CH:21][C:12]3=2)[CH:6]=[CH:7][CH:8]=1.[OH2:23].N1[CH:29]=[CH:28]C=CC=1, predict the reaction product.